From a dataset of Reaction yield outcomes from USPTO patents with 853,638 reactions. Predict the reaction yield, written as a fraction of the theoretical maximum amount of product (1.0 means a 100% yield; for example, 0.34 means a 34% yield). (1) The reactants are S(=O)(=O)(O)O.[CH3:6][C:7]1[C:8]([S:13][C:14]2[CH:15]=[C:16]([O:22][C:23]3[C:24]([CH3:29])=[N:25][CH:26]=[CH:27][CH:28]=3)[C:17]([C:20]#[N:21])=[N:18][CH:19]=2)=[N:9][CH:10]=[CH:11][CH:12]=1.[OH-:30].[Na+]. No catalyst specified. The product is [CH3:6][C:7]1[C:8]([S:13][C:14]2[CH:15]=[C:16]([O:22][C:23]3[C:24]([CH3:29])=[N:25][CH:26]=[CH:27][CH:28]=3)[C:17]([C:20]([NH2:21])=[O:30])=[N:18][CH:19]=2)=[N:9][CH:10]=[CH:11][CH:12]=1. The yield is 0.949. (2) The reactants are [CH3:1][O:2][C:3]1[CH:8]=[CH:7][C:6]([C:9]([NH:24][C:25]2[O:26][CH2:27][C@H:28]([F:40])[C@:29]([C:32]3[CH:37]=[C:36](Br)[CH:35]=[CH:34][C:33]=3[F:39])([CH3:31])[N:30]=2)([C:16]2[CH:21]=[CH:20][C:19]([O:22][CH3:23])=[CH:18][CH:17]=2)[C:10]2[CH:15]=[CH:14][CH:13]=[CH:12][CH:11]=2)=[CH:5][CH:4]=1.[F:41][C:42]1[CH:47]=[CH:46][C:45]([N:48]2[CH:52]=[C:51](B(O)O)[CH:50]=[N:49]2)=[CH:44][CH:43]=1. The catalyst is [Pd].C1(P(C2C=CC=CC=2)C2C=CC=CC=2)C=CC=CC=1.C1(P(C2C=CC=CC=2)C2C=CC=CC=2)C=CC=CC=1.C1(P(C2C=CC=CC=2)C2C=CC=CC=2)C=CC=CC=1.C1(P(C2C=CC=CC=2)C2C=CC=CC=2)C=CC=CC=1. The product is [CH3:1][O:2][C:3]1[CH:8]=[CH:7][C:6]([C:9]([NH:24][C:25]2[O:26][CH2:27][C@H:28]([F:40])[C@:29]([C:32]3[CH:37]=[C:36]([C:51]4[CH:50]=[N:49][N:48]([C:45]5[CH:46]=[CH:47][C:42]([F:41])=[CH:43][CH:44]=5)[CH:52]=4)[CH:35]=[CH:34][C:33]=3[F:39])([CH3:31])[N:30]=2)([C:16]2[CH:21]=[CH:20][C:19]([O:22][CH3:23])=[CH:18][CH:17]=2)[C:10]2[CH:15]=[CH:14][CH:13]=[CH:12][CH:11]=2)=[CH:5][CH:4]=1. The yield is 0.750. (3) The reactants are [Br:1][C:2]1[CH:3]=[C:4]([OH:8])[CH:5]=[CH:6][CH:7]=1.S(=O)(=O)(O)O.C([O-])(O)=O.[Na+].[C:19](OC(=O)C)(=[O:21])[CH3:20]. The catalyst is O. The product is [C:19]([O:8][C:4]1[CH:5]=[CH:6][CH:7]=[C:2]([Br:1])[CH:3]=1)(=[O:21])[CH3:20]. The yield is 0.990. (4) The reactants are Br[C:2]1[CH:3]=[C:4]([CH2:8][N:9]2[CH2:14][CH2:13][O:12][CH2:11][CH2:10]2)[S:5][C:6]=1[Cl:7].C([Li])CCC.CON(C)[C:23](=[O:25])[CH3:24]. The catalyst is C(OCC)C. The product is [Cl:7][C:6]1[S:5][C:4]([CH2:8][N:9]2[CH2:14][CH2:13][O:12][CH2:11][CH2:10]2)=[CH:3][C:2]=1[C:23](=[O:25])[CH3:24]. The yield is 0.370. (5) The yield is 0.970. The catalyst is C(Cl)Cl. The reactants are [N:1]([C:4]1[CH:14]=[CH:13][C:7]([C:8]([O:10][CH2:11][CH3:12])=[O:9])=[CH:6][CH:5]=1)=[C:2]=[O:3].[Cl:15][C:16]1[CH:22]=[CH:21][C:19]([NH2:20])=[CH:18][C:17]=1[C:23]([F:26])([F:25])[F:24]. The product is [Cl:15][C:16]1[CH:22]=[CH:21][C:19]([NH:20][C:2]([NH:1][C:4]2[CH:14]=[CH:13][C:7]([C:8]([O:10][CH2:11][CH3:12])=[O:9])=[CH:6][CH:5]=2)=[O:3])=[CH:18][C:17]=1[C:23]([F:24])([F:25])[F:26]. (6) The reactants are C([N:8]1[CH2:14][CH:13]=[CH:12][C:11](=[O:15])[C:10]2=[CH:16][N:17]([CH2:19][C:20]3[CH:25]=[CH:24][C:23]([O:26][CH3:27])=[CH:22][CH:21]=3)[N:18]=[C:9]12)C1C=CC=CC=1.C([O-])=O.[NH4+]. The catalyst is [OH-].[OH-].[Pd+2]. The product is [CH3:27][O:26][C:23]1[CH:22]=[CH:21][C:20]([CH2:19][N:17]2[CH:16]=[C:10]3[C:9]([NH:8][CH2:14][CH2:13][CH2:12][C:11]3=[O:15])=[N:18]2)=[CH:25][CH:24]=1. The yield is 0.470. (7) The reactants are [C:1]1([P:7]([C:14]2[CH:19]=[CH:18][CH:17]=[CH:16][CH:15]=2)[C:8]2[CH:13]=[CH:12][CH:11]=[CH:10][CH:9]=2)[CH:6]=[CH:5][CH:4]=[CH:3][CH:2]=1.C(Cl)(=O)C.[CH3:24][O:25][C:26]1[CH:37]=[CH:36][C:29]([CH2:30]N2CCCC2)=[CH:28][CH:27]=1.[I-:38].[Na+]. The product is [I-:38].[CH3:24][O:25][C:26]1[CH:37]=[CH:36][C:29]([CH2:30][P+:7]([C:1]2[CH:2]=[CH:3][CH:4]=[CH:5][CH:6]=2)([C:8]2[CH:13]=[CH:12][CH:11]=[CH:10][CH:9]=2)[C:14]2[CH:15]=[CH:16][CH:17]=[CH:18][CH:19]=2)=[CH:28][CH:27]=1. The catalyst is C(#N)C.C1(C)C=CC=CC=1.O.CCCCCC. The yield is 0.870. (8) The reactants are [O:1]=[C:2]1[NH:8][C:7]2[CH:9]=[CH:10][CH:11]=[N:12][C:6]=2[CH2:5][CH2:4][N:3]1[CH:13]1[CH2:18][CH2:17][N:16](C(OC(C)(C)C)=O)[CH2:15][CH2:14]1.FC(F)(F)C(O)=O.[ClH:33].C(OCC)C. The catalyst is ClCCl. The product is [ClH:33].[ClH:33].[NH:16]1[CH2:17][CH2:18][CH:13]([N:3]2[CH2:4][CH2:5][C:6]3[N:12]=[CH:11][CH:10]=[CH:9][C:7]=3[NH:8][C:2]2=[O:1])[CH2:14][CH2:15]1. The yield is 0.880. (9) The reactants are Br[C:2]1[CH:7]=[CH:6][C:5]([N+:8]([O-:10])=[O:9])=[CH:4][N:3]=1.[NH:11]1[CH2:16][CH2:15][O:14][CH2:13][CH2:12]1. The catalyst is ClCCl. The product is [N+:8]([C:5]1[CH:6]=[CH:7][C:2]([N:11]2[CH2:16][CH2:15][O:14][CH2:13][CH2:12]2)=[N:3][CH:4]=1)([O-:10])=[O:9]. The yield is 0.950.